From a dataset of NCI-60 drug combinations with 297,098 pairs across 59 cell lines. Regression. Given two drug SMILES strings and cell line genomic features, predict the synergy score measuring deviation from expected non-interaction effect. (1) Drug 1: CC1=C2C(C(=O)C3(C(CC4C(C3C(C(C2(C)C)(CC1OC(=O)C(C(C5=CC=CC=C5)NC(=O)C6=CC=CC=C6)O)O)OC(=O)C7=CC=CC=C7)(CO4)OC(=O)C)O)C)OC(=O)C. Drug 2: C1=NC(=NC(=O)N1C2C(C(C(O2)CO)O)O)N. Cell line: HCT116. Synergy scores: CSS=58.7, Synergy_ZIP=-2.75, Synergy_Bliss=-4.69, Synergy_Loewe=-3.98, Synergy_HSA=-1.04. (2) Drug 1: C1CNP(=O)(OC1)N(CCCl)CCCl. Drug 2: C1CN(P(=O)(OC1)NCCCl)CCCl. Cell line: CCRF-CEM. Synergy scores: CSS=1.01, Synergy_ZIP=-0.589, Synergy_Bliss=-1.00, Synergy_Loewe=0.682, Synergy_HSA=-1.33.